From a dataset of HIV replication inhibition screening data with 41,000+ compounds from the AIDS Antiviral Screen. Binary Classification. Given a drug SMILES string, predict its activity (active/inactive) in a high-throughput screening assay against a specified biological target. (1) The drug is CC1=C(C(=O)Nc2ccccc2C)C(c2ccccc2C)C(C(=O)Nc2ccccc2C)=C(C)N1. The result is 0 (inactive). (2) The drug is NS(=O)(=O)c1ccc(NC(=O)c2cccc3c(=O)c4ccccc4[nH]c23)cc1. The result is 0 (inactive). (3) The drug is CC(C)(C)OC(=O)CC(NC(=O)OC(C)(C)C)C(=O)NC(C(=O)O)C(O)c1ccccc1. The result is 0 (inactive). (4) The molecule is Cc1ccc(S(=O)(=O)N=S(C)c2ccc(Cl)cc2)cc1. The result is 0 (inactive). (5) The molecule is Nc1nc(S)c2c(ncn2CCO)n1. The result is 0 (inactive).